Predict the product of the given reaction. From a dataset of Forward reaction prediction with 1.9M reactions from USPTO patents (1976-2016). (1) Given the reactants [Cl:1][C:2]1[CH:8]=[CH:7][CH:6]=[C:5]([F:9])[C:3]=1[NH2:4].Cl[C:11]1[NH:12][C:13]2[CH:19]=[CH:18][CH:17]=[CH:16][C:14]=2[N:15]=1.Cl, predict the reaction product. The product is: [ClH:1].[NH:12]1[C:13]2[CH:19]=[CH:18][CH:17]=[CH:16][C:14]=2[N:15]=[C:11]1[NH:4][C:3]1[C:5]([F:9])=[CH:6][CH:7]=[CH:8][C:2]=1[Cl:1]. (2) Given the reactants [CH:1]1([N:6]2[CH2:12][C:11]([F:14])([F:13])[C:10](=[O:15])[N:9]([CH3:16])[C:8]3[CH:17]=[N:18][C:19]([NH:21][C:22]4[CH:30]=[CH:29][C:25]([C:26]([OH:28])=O)=[CH:24][C:23]=4[O:31][CH3:32])=[N:20][C:7]2=3)[CH2:5][CH2:4][CH2:3][CH2:2]1.[NH2:33][CH2:34][CH2:35][C:36]1[C:44]2[C:39](=[CH:40][CH:41]=[CH:42][CH:43]=2)[NH:38][CH:37]=1.F[P-](F)(F)(F)(F)F.CN(C(N(C)C)=[N+]1C2C(=NC=CC=2)[N+]([O-])=N1)C.C(N(C(C)C)CC)(C)C, predict the reaction product. The product is: [CH:1]1([N:6]2[CH2:12][C:11]([F:13])([F:14])[C:10](=[O:15])[N:9]([CH3:16])[C:8]3[CH:17]=[N:18][C:19]([NH:21][C:22]4[CH:30]=[CH:29][C:25]([C:26]([NH:33][CH2:34][CH2:35][C:36]5[C:44]6[C:39](=[CH:40][CH:41]=[CH:42][CH:43]=6)[NH:38][CH:37]=5)=[O:28])=[CH:24][C:23]=4[O:31][CH3:32])=[N:20][C:7]2=3)[CH2:5][CH2:4][CH2:3][CH2:2]1. (3) Given the reactants [F:1][C:2]1[CH:3]=[C:4]([CH:14]([NH:16][C:17]([C:19]2[N:20]=[C:21](Cl)[O:22][CH:23]=2)=[O:18])[CH3:15])[CH:5]=[C:6]([F:13])[C:7]=1[NH:8][S:9]([CH3:12])(=[O:11])=[O:10].[CH:25]([C:28]1[CH:33]=[CH:32][CH:31]=[CH:30][C:29]=1[OH:34])([CH3:27])[CH3:26], predict the reaction product. The product is: [F:1][C:2]1[CH:3]=[C:4]([CH:14]([NH:16][C:17]([C:19]2[N:20]=[C:21]([O:34][C:29]3[CH:30]=[CH:31][CH:32]=[CH:33][C:28]=3[CH:25]([CH3:27])[CH3:26])[O:22][CH:23]=2)=[O:18])[CH3:15])[CH:5]=[C:6]([F:13])[C:7]=1[NH:8][S:9]([CH3:12])(=[O:11])=[O:10]. (4) Given the reactants C([O:3][C:4](=O)[C:5]([CH2:16][CH:17]=[CH2:18])([C:9]1[CH:14]=[CH:13][C:12]([Br:15])=[CH:11][CH:10]=1)[CH2:6][CH:7]=[CH2:8])C.[H-].C([Al+]CC(C)C)C(C)C, predict the reaction product. The product is: [CH2:6]([C:5]([C:9]1[CH:10]=[CH:11][C:12]([Br:15])=[CH:13][CH:14]=1)([CH2:16][CH:17]=[CH2:18])[CH2:4][OH:3])[CH:7]=[CH2:8].